From a dataset of Full USPTO retrosynthesis dataset with 1.9M reactions from patents (1976-2016). Predict the reactants needed to synthesize the given product. (1) Given the product [Cl:32][C:33]1[CH:41]=[C:40]([Cl:42])[CH:39]=[CH:38][C:34]=1[C:35]([NH:22][CH2:21][C:9]1([C:7]([N:1]2[CH2:6][CH2:5][O:4][CH2:3][CH2:2]2)=[O:8])[CH2:14][CH2:13][N:12]([S:15]([CH2:18][CH2:19][CH3:20])(=[O:17])=[O:16])[CH2:11][CH2:10]1)=[O:36], predict the reactants needed to synthesize it. The reactants are: [N:1]1([C:7]([C:9]2([CH2:21][NH2:22])[CH2:14][CH2:13][N:12]([S:15]([CH2:18][CH2:19][CH3:20])(=[O:17])=[O:16])[CH2:11][CH2:10]2)=[O:8])[CH2:6][CH2:5][O:4][CH2:3][CH2:2]1.CCN(C(C)C)C(C)C.[Cl:32][C:33]1[CH:41]=[C:40]([Cl:42])[CH:39]=[CH:38][C:34]=1[C:35](Cl)=[O:36]. (2) Given the product [F:13][C:14]([F:23])([F:24])[C:15]1[CH:16]=[C:17]([CH:20]=[CH:21][CH:22]=1)[CH:18]=[N:8][NH:7][C:5](=[O:6])[C:4]1[CH:9]=[CH:10][C:11]([OH:12])=[C:2]([OH:1])[CH:3]=1, predict the reactants needed to synthesize it. The reactants are: [OH:1][C:2]1[CH:3]=[C:4]([CH:9]=[CH:10][C:11]=1[OH:12])[C:5]([NH:7][NH2:8])=[O:6].[F:13][C:14]([F:24])([F:23])[C:15]1[CH:16]=[C:17]([CH:20]=[CH:21][CH:22]=1)[CH:18]=O. (3) Given the product [NH2:25][C:24]1[C:20]2[C:19]([C:26]3[CH:31]=[CH:30][C:29]([Cl:32])=[C:28]([Cl:33])[CH:27]=3)=[N:18][C:17]([CH2:16][C@@H:15]([CH3:34])[CH2:14][O:13][CH2:6][C:7]3[CH:8]=[CH:9][CH:10]=[CH:11][CH:12]=3)=[N:22][C:21]=2[S:1][C:2]=1[C:3]([NH2:5])=[O:4], predict the reactants needed to synthesize it. The reactants are: [SH:1][CH2:2][C:3]([NH2:5])=[O:4].[CH2:6]([O:13][CH2:14][C@H:15]([CH3:34])[CH2:16][C:17]1[N:22]=[C:21](Cl)[C:20]([C:24]#[N:25])=[C:19]([C:26]2[CH:31]=[CH:30][C:29]([Cl:32])=[C:28]([Cl:33])[CH:27]=2)[N:18]=1)[C:7]1[CH:12]=[CH:11][CH:10]=[CH:9][CH:8]=1.C([O-])([O-])=O.[K+].[K+]. (4) The reactants are: [Cl:1][C:2]1[CH:11]=[C:10]([CH3:12])[CH:9]=[C:8]([Cl:13])[C:3]=1[O:4][CH2:5][CH2:6][OH:7].C(N(CC)CC)C.C(Cl)Cl.[CH3:24][S:25](Cl)(=[O:27])=[O:26]. Given the product [CH3:24][S:25]([O:7][CH2:6][CH2:5][O:4][C:3]1[C:2]([Cl:1])=[CH:11][C:10]([CH3:12])=[CH:9][C:8]=1[Cl:13])(=[O:27])=[O:26], predict the reactants needed to synthesize it. (5) Given the product [CH3:21][C:5]1[C:6]([CH2:8][CH2:9][C:10]2[CH:15]=[CH:14][CH:13]=[CH:12][C:11]=2[CH:16]([CH3:20])[C:17]([NH2:19])=[O:18])=[N:7][C:2]([NH:28][C:26]2[CH:25]=[N:24][N:23]([CH3:22])[CH:27]=2)=[N:3][CH:4]=1, predict the reactants needed to synthesize it. The reactants are: Cl[C:2]1[N:7]=[C:6]([CH2:8][CH2:9][C:10]2[CH:15]=[CH:14][CH:13]=[CH:12][C:11]=2[CH:16]([CH3:20])[C:17]([NH2:19])=[O:18])[C:5]([CH3:21])=[CH:4][N:3]=1.[CH3:22][N:23]1[CH:27]=[C:26]([NH2:28])[CH:25]=[N:24]1.O.C1(C)C=CC(S(O)(=O)=O)=CC=1. (6) Given the product [CH2:21]([O:20][C:18]([C:15]([CH3:16])([O:14][C:11]1[CH:12]=[CH:13][C:8]([CH:6]([CH3:7])[CH2:5][C:4]([OH:24])=[O:3])=[CH:9][C:10]=1[CH3:23])[CH3:17])=[O:19])[CH3:22], predict the reactants needed to synthesize it. The reactants are: C([O:3][C:4](=[O:24])[CH2:5][CH:6]([C:8]1[CH:13]=[CH:12][C:11]([O:14][C:15]([C:18]([O:20][CH2:21][CH3:22])=[O:19])([CH3:17])[CH3:16])=[C:10]([CH3:23])[CH:9]=1)[CH3:7])C.[Li+].[OH-].Cl. (7) Given the product [C:16]([NH:20][C:13]([C:5]1[C:6]2[C:11](=[CH:10][CH:9]=[CH:8][C:7]=2[CH3:12])[C:2]([Cl:1])=[N:3][CH:4]=1)=[O:15])([CH3:19])([CH3:18])[CH3:17], predict the reactants needed to synthesize it. The reactants are: [Cl:1][C:2]1[C:11]2[C:6](=[C:7]([CH3:12])[CH:8]=[CH:9][CH:10]=2)[C:5]([C:13]([OH:15])=O)=[CH:4][N:3]=1.[C:16]([NH2:20])([CH3:19])([CH3:18])[CH3:17].